Task: Predict the product of the given reaction.. Dataset: Forward reaction prediction with 1.9M reactions from USPTO patents (1976-2016) (1) Given the reactants [CH3:1][O:2][C:3]1[CH:4]=[C:5](/[CH:11]=[CH:12]/[C:13]([OH:15])=O)[CH:6]=[CH:7][C:8]=1[O:9][CH3:10].C1(P([N:30]=[N+:31]=[N-:32])(C2C=CC=CC=2)=O)C=CC=CC=1.CCN(CC)CC, predict the reaction product. The product is: [CH3:1][O:2][C:3]1[CH:4]=[C:5](/[CH:11]=[CH:12]/[C:13]([N:30]=[N+:31]=[N-:32])=[O:15])[CH:6]=[CH:7][C:8]=1[O:9][CH3:10]. (2) Given the reactants Br[CH2:2][C:3]([O:5][CH3:6])=[O:4].[Cl:7][C:8]1[CH:9]=[N:10][CH:11]=[C:12]([Cl:29])[C:13]=1[NH:14][C:15]1[C:24]2[C:19](=[C:20]([OH:27])[C:21]([O:25][CH3:26])=[CH:22][CH:23]=2)[O:18][C:17](=[O:28])[CH:16]=1, predict the reaction product. The product is: [Cl:7][C:8]1[CH:9]=[N:10][CH:11]=[C:12]([Cl:29])[C:13]=1[NH:14][C:15]1[C:24]2[C:19](=[C:20]([O:27][CH2:2][C:3]([O:5][CH3:6])=[O:4])[C:21]([O:25][CH3:26])=[CH:22][CH:23]=2)[O:18][C:17](=[O:28])[CH:16]=1. (3) Given the reactants [NH2:1][C:2]1[N:7]=[C:6]([N:8]2[C@H:13]([CH3:14])[CH2:12][CH2:11][C@H:10]([C:15]([NH:17][C:18]3[CH:23]=[CH:22][CH:21]=[CH:20][CH:19]=3)=[O:16])[CH2:9]2)[CH:5]=[C:4]([C:24]2[CH:29]=[CH:28][C:27]([C:30]#[N:31])=[C:26](F)[CH:25]=2)[N:3]=1.[NH2:33][NH2:34], predict the reaction product. The product is: [NH2:1][C:2]1[N:7]=[C:6]([N:8]2[C@H:13]([CH3:14])[CH2:12][CH2:11][C@H:10]([C:15]([NH:17][C:18]3[CH:23]=[CH:22][CH:21]=[CH:20][CH:19]=3)=[O:16])[CH2:9]2)[CH:5]=[C:4]([C:24]2[CH:25]=[C:26]3[C:27]([C:30]([NH2:31])=[N:33][NH:34]3)=[CH:28][CH:29]=2)[N:3]=1. (4) Given the reactants [OH:1][CH:2]1[CH2:6][CH2:5][N:4]([C:7]([O:9][C:10]([CH3:13])([CH3:12])[CH3:11])=[O:8])[CH2:3]1.[H-].[Na+].Cl[CH2:17][C:18]([O:20][CH2:21][CH3:22])=[O:19], predict the reaction product. The product is: [CH2:21]([O:20][C:18](=[O:19])[CH2:17][O:1][CH:2]1[CH2:6][CH2:5][N:4]([C:7]([O:9][C:10]([CH3:13])([CH3:12])[CH3:11])=[O:8])[CH2:3]1)[CH3:22]. (5) Given the reactants [CH3:1][C:2]([N:10]1[CH:14]=[C:13]([NH:15][C:16](=[O:22])[CH:17]([NH2:21])[CH2:18][CH2:19][CH3:20])[N:12]=[CH:11]1)([CH3:9])[CH2:3][N:4]1[CH2:8][CH2:7][CH2:6][CH2:5]1.[Cl:23][C:24]1[CH:25]=[C:26]2[C:30](=[CH:31][CH:32]=1)[CH2:29][C:28](=O)[CH2:27]2, predict the reaction product. The product is: [CH3:1][C:2]([N:10]1[CH:14]=[C:13]([NH:15][C:16](=[O:22])[CH:17]([NH:21][CH:28]2[CH2:27][C:26]3[C:30](=[CH:31][CH:32]=[C:24]([Cl:23])[CH:25]=3)[CH2:29]2)[CH2:18][CH2:19][CH3:20])[N:12]=[CH:11]1)([CH3:9])[CH2:3][N:4]1[CH2:8][CH2:7][CH2:6][CH2:5]1. (6) Given the reactants Cl[C:2]1[CH:7]=[C:6]([I:8])[CH:5]=[CH:4][C:3]=1[NH:9][C:10]1[CH:18]=[N:17][CH:16]=[CH:15][C:11]=1[C:12]([OH:14])=O.[CH2:19]([O:21][NH2:22])[CH3:20], predict the reaction product. The product is: [CH2:19]([O:21][NH:22][C:12](=[O:14])[C:11]1[CH:15]=[CH:16][N:17]=[CH:18][C:10]=1[NH:9][C:3]1[CH:2]=[CH:7][C:6]([I:8])=[CH:5][CH:4]=1)[CH3:20]. (7) Given the reactants [C:1]([Si:5]([O:18][CH2:19][C@H:20]1[O:27][CH:26]2[C@:22]([CH3:30])([O:23][C:24]([CH3:29])([CH3:28])[O:25]2)[C@H:21]1I)([C:12]1[CH:17]=[CH:16][CH:15]=[CH:14][CH:13]=1)[C:6]1[CH:11]=[CH:10][CH:9]=[CH:8][CH:7]=1)([CH3:4])([CH3:3])[CH3:2].CCCC[SnH](CCCC)CCCC.CC(N=NC(C#N)(C)C)(C#N)C.[OH-].[Na+], predict the reaction product. The product is: [C:1]([Si:5]([C:12]1[CH:17]=[CH:16][CH:15]=[CH:14][CH:13]=1)([C:6]1[CH:11]=[CH:10][CH:9]=[CH:8][CH:7]=1)[O:18][CH2:19][C@H:20]1[O:27][CH:26]2[C@:22]([CH3:30])([O:23][C:24]([CH3:29])([CH3:28])[O:25]2)[CH2:21]1)([CH3:2])([CH3:3])[CH3:4].